This data is from TCR-epitope binding with 47,182 pairs between 192 epitopes and 23,139 TCRs. The task is: Binary Classification. Given a T-cell receptor sequence (or CDR3 region) and an epitope sequence, predict whether binding occurs between them. (1) The epitope is FLYNLLTRV. The TCR CDR3 sequence is CASSLVSSGSFTGELFF. Result: 0 (the TCR does not bind to the epitope). (2) The epitope is EIYKRWII. The TCR CDR3 sequence is CAGSQEFLNRRYF. Result: 1 (the TCR binds to the epitope). (3) The TCR CDR3 sequence is CASSVSRGGNKQFF. The epitope is PROT_97E67BCC. Result: 1 (the TCR binds to the epitope). (4) The TCR CDR3 sequence is CAITPGQGNTEAFF. The epitope is TLIGDCATV. Result: 1 (the TCR binds to the epitope). (5) The epitope is IVTDFSVIK. The TCR CDR3 sequence is CASSVFDWASGRTGELFF. Result: 1 (the TCR binds to the epitope). (6) The epitope is YIFFASFYY. The TCR CDR3 sequence is CASSPPPGTGTADTQYF. Result: 1 (the TCR binds to the epitope).